Dataset: Forward reaction prediction with 1.9M reactions from USPTO patents (1976-2016). Task: Predict the product of the given reaction. (1) Given the reactants [ClH:1].[O:2]=[C:3]1[N:7]([C:8]2[CH:17]=[CH:16][C:11]([C:12]([O:14][CH3:15])=[O:13])=[CH:10][CH:9]=2)[CH2:6][C:5]2([CH2:22][CH2:21][NH:20][CH2:19][CH2:18]2)[O:4]1.[Br:23][C:24]1[CH:25]=[C:26]([CH:29]=[C:30](Cl)[CH:31]=1)[CH:27]=O, predict the reaction product. The product is: [Br:23][C:24]1[CH:31]=[CH:30][C:29]([Cl:1])=[C:26]([CH:25]=1)[CH2:27][N:20]1[CH2:21][CH2:22][C:5]2([O:4][C:3](=[O:2])[N:7]([C:8]3[CH:17]=[CH:16][C:11]([C:12]([O:14][CH3:15])=[O:13])=[CH:10][CH:9]=3)[CH2:6]2)[CH2:18][CH2:19]1. (2) The product is: [CH3:26][O:25][C:23]([C:21]1[C:20]([CH3:27])=[C:19]2[N:18]([CH:22]=1)[N:17]=[CH:16][N:15]=[C:14]2[CH:3]1[C:4]2[C:9](=[CH:8][CH:7]=[CH:6][CH:5]=2)[NH:1][C:2]1=[O:10])=[O:24]. Given the reactants [NH:1]1[C:9]2[C:4](=[CH:5][CH:6]=[CH:7][CH:8]=2)[CH2:3][C:2]1=[O:10].[H-].[Na+].Cl[C:14]1[C:19]2=[C:20]([CH3:27])[C:21]([C:23]([O:25][CH3:26])=[O:24])=[CH:22][N:18]2[N:17]=[CH:16][N:15]=1.C(O)(=O)C, predict the reaction product. (3) The product is: [CH:22]([N:21]([CH:25]([CH3:26])[CH3:27])[CH2:20][CH2:19][C@@H:18]([C:13]1[CH:12]=[C:11]([CH2:10][CH2:9][O:8][C:7]2[CH:6]=[CH:5][C:4]([CH2:3][CH2:2][NH:1][CH2:39][C:38]3[C:37]([F:36])=[C:44]([OH:45])[CH:43]=[CH:42][CH:41]=3)=[CH:35][CH:34]=2)[CH:16]=[CH:15][C:14]=1[OH:17])[C:28]1[CH:29]=[CH:30][CH:31]=[CH:32][CH:33]=1)([CH3:24])[CH3:23]. Given the reactants [NH2:1][CH2:2][CH2:3][C:4]1[CH:35]=[CH:34][C:7]([O:8][CH2:9][CH2:10][C:11]2[CH:16]=[CH:15][C:14]([OH:17])=[C:13]([C@@H:18]([C:28]3[CH:33]=[CH:32][CH:31]=[CH:30][CH:29]=3)[CH2:19][CH2:20][N:21]([CH:25]([CH3:27])[CH3:26])[CH:22]([CH3:24])[CH3:23])[CH:12]=2)=[CH:6][CH:5]=1.[F:36][C:37]1[C:44]([OH:45])=[CH:43][CH:42]=[CH:41][C:38]=1[CH:39]=O.S([O-])([O-])(=O)=O.[Mg+2].[BH4-].[Na+], predict the reaction product. (4) Given the reactants C([N:8](CC1C=CC=CC=1)[C@@H:9]([CH2:32][C:33]1[CH:38]=[CH:37][CH:36]=[CH:35][CH:34]=1)[C@@H:10]([C@@H:12]1[N:17](C(OCC2C=CC=CC=2)=O)[CH2:16][CH2:15][N:14]([CH2:28][CH2:29][CH3:30])[C:13]1=[O:31])[OH:11])C1C=CC=CC=1.[H][H], predict the reaction product. The product is: [NH2:8][C@@H:9]([CH2:32][C:33]1[CH:34]=[CH:35][CH:36]=[CH:37][CH:38]=1)[C@@H:10]([C@@H:12]1[NH:17][CH2:16][CH2:15][N:14]([CH2:28][CH2:29][CH3:30])[C:13]1=[O:31])[OH:11]. (5) Given the reactants [H-].[Na+].[CH3:3][O:4][C:5](=[O:13])[CH:6]=[CH:7][C:8]1[NH:9][CH:10]=[CH:11][CH:12]=1.Cl[CH2:15][C:16]1[CH:21]=[CH:20][C:19]([CH2:22][CH2:23][CH2:24][C:25]2[N:26]=[C:27]([C:31]3[CH:36]=[CH:35][CH:34]=[CH:33][CH:32]=3)[O:28][C:29]=2[CH3:30])=[CH:18][CH:17]=1, predict the reaction product. The product is: [CH3:3][O:4][C:5](=[O:13])[CH:6]=[CH:7][C:8]1[N:9]([CH2:15][C:16]2[CH:17]=[CH:18][C:19]([CH2:22][CH2:23][CH2:24][C:25]3[N:26]=[C:27]([C:31]4[CH:36]=[CH:35][CH:34]=[CH:33][CH:32]=4)[O:28][C:29]=3[CH3:30])=[CH:20][CH:21]=2)[CH:10]=[CH:11][CH:12]=1. (6) Given the reactants [CH3:1][C:2]1[N:3]=[C:4]([C:7]2([N:13]([C:17]3[CH:22]=[CH:21][CH:20]=[CH:19][CH:18]=3)[C:14](=[O:16])[CH3:15])[CH2:12][CH2:11][NH:10][CH2:9][CH2:8]2)[S:5][CH:6]=1.[N:23]1[CH:28]=[CH:27][CH:26]=[C:25]([CH:29]=O)[CH:24]=1.C(O[BH-](OC(=O)C)OC(=O)C)(=O)C.[Na+].C(OCC)(=O)C, predict the reaction product. The product is: [CH3:1][C:2]1[N:3]=[C:4]([C:7]2([N:13]([C:17]3[CH:18]=[CH:19][CH:20]=[CH:21][CH:22]=3)[C:14](=[O:16])[CH3:15])[CH2:12][CH2:11][N:10]([CH2:29][C:25]3[CH:24]=[N:23][CH:28]=[CH:27][CH:26]=3)[CH2:9][CH2:8]2)[S:5][CH:6]=1. (7) The product is: [C:31]([C:35]1[O:39][C:38]([CH2:40][N:24]2[C:20](=[O:30])[C:21]3=[CH:29][CH:28]=[CH:27][CH:26]=[C:22]3[C:23]2=[O:25])=[CH:37][CH:36]=1)([CH3:34])([CH3:33])[CH3:32]. Given the reactants C1(P(C2C=CC=CC=2)C2C=CC=CC=2)C=CC=CC=1.[C:20]1(=[O:30])[NH:24][C:23](=[O:25])[C:22]2=[CH:26][CH:27]=[CH:28][CH:29]=[C:21]12.[C:31]([C:35]1[O:39][C:38]([CH2:40]O)=[CH:37][CH:36]=1)([CH3:34])([CH3:33])[CH3:32].CCOC(/N=N/C(OCC)=O)=O, predict the reaction product. (8) Given the reactants [CH3:1][S:2][C:3]1[CH:8]=[CH:7][C:6]([CH2:9][C:10]([OH:12])=[O:11])=[CH:5][CH:4]=1.OS(O)(=O)=O.[CH3:18][CH2:19]O, predict the reaction product. The product is: [CH3:1][S:2][C:3]1[CH:4]=[CH:5][C:6]([CH2:9][C:10]([O:12][CH2:18][CH3:19])=[O:11])=[CH:7][CH:8]=1. (9) Given the reactants CO[C:3]([CH:5]1[CH2:9][N:8]([C:10]2[CH:15]=[CH:14][CH:13]=[CH:12][CH:11]=2)[CH2:7][N:6]1[C:16](=[O:26])[CH:17]([NH:21][C:22]([O:24][CH3:25])=[O:23])[CH:18]([CH3:20])[CH3:19])=[O:4].[Li+].[OH-].Cl.CN(C(ON1N=NC2C=CC=NC1=2)=[N+](C)C)C.F[P-](F)(F)(F)(F)F.CCN(C(C)C)C(C)C.Cl.[NH2:64][CH2:65][C:66]([C:68]1[CH:73]=[CH:72][C:71]([Br:74])=[CH:70][CH:69]=1)=[O:67], predict the reaction product. The product is: [CH3:25][O:24][C:22](=[O:23])[NH:21][CH:17]([C:16]([N:6]1[CH:5]([C:3](=[O:4])[NH:64][CH2:65][C:66]([C:68]2[CH:73]=[CH:72][C:71]([Br:74])=[CH:70][CH:69]=2)=[O:67])[CH2:9][N:8]([C:10]2[CH:11]=[CH:12][CH:13]=[CH:14][CH:15]=2)[CH2:7]1)=[O:26])[CH:18]([CH3:20])[CH3:19]. (10) Given the reactants [N+:1]([C:4]1[CH:5]=[C:6]([NH:10][CH:11]2[CH2:16][CH2:15][CH2:14][N:13]([C:17]([O:19][C:20]([CH3:23])([CH3:22])[CH3:21])=[O:18])[CH2:12]2)[CH:7]=[CH:8][CH:9]=1)([O-])=O, predict the reaction product. The product is: [NH2:1][C:4]1[CH:5]=[C:6]([NH:10][CH:11]2[CH2:16][CH2:15][CH2:14][N:13]([C:17]([O:19][C:20]([CH3:23])([CH3:22])[CH3:21])=[O:18])[CH2:12]2)[CH:7]=[CH:8][CH:9]=1.